From a dataset of Full USPTO retrosynthesis dataset with 1.9M reactions from patents (1976-2016). Predict the reactants needed to synthesize the given product. Given the product [CH3:18][C:16]1[CH:17]=[C:12]([S:26][C:20]2[CH:25]=[CH:24][CH:23]=[CH:22][CH:21]=2)[CH:13]=[C:14]([CH3:19])[CH:15]=1, predict the reactants needed to synthesize it. The reactants are: C(=O)([O-])[O-].[K+].[K+].C(O)CO.I[C:12]1[CH:13]=[C:14]([CH3:19])[CH:15]=[C:16]([CH3:18])[CH:17]=1.[C:20]1([SH:26])[CH:25]=[CH:24][CH:23]=[CH:22][CH:21]=1.CCCCCCCCCCCC.